This data is from Catalyst prediction with 721,799 reactions and 888 catalyst types from USPTO. The task is: Predict which catalyst facilitates the given reaction. (1) Reactant: [C:1]([O:5][C:6]([N:8]1[CH2:13][CH2:12][C:11](=[CH:14][C:15]([OH:17])=O)[CH2:10][CH2:9]1)=[O:7])([CH3:4])([CH3:3])[CH3:2].ClC(OCC(C)C)=O.CN1[C@@H]2CC3C=CC(OC)=C4O[C@H]5[C@@H](O)C=C[C@@H]2[C@]5(C=34)CC1.[NH2:48][C:49]1[CH:50]=[C:51]2[C:56](=[CH:57][C:58]=1[O:59][CH:60]1[CH2:64][CH2:63][O:62][CH2:61]1)[N:55]=[CH:54][C:53]([C:65]#[N:66])=[C:52]2[NH:67][C:68]1[CH:73]=[CH:72][C:71]([O:74][CH2:75][C:76]2[CH:81]=[CH:80][CH:79]=[CH:78][N:77]=2)=[C:70]([Cl:82])[CH:69]=1. Product: [Cl:82][C:70]1[CH:69]=[C:68]([NH:67][C:52]2[C:51]3[C:56](=[CH:57][C:58]([O:59][CH:60]4[CH2:64][CH2:63][O:62][CH2:61]4)=[C:49]([NH:48][C:15](=[O:17])[CH:14]=[C:11]4[CH2:10][CH2:9][N:8]([C:6]([O:5][C:1]([CH3:2])([CH3:3])[CH3:4])=[O:7])[CH2:13][CH2:12]4)[CH:50]=3)[N:55]=[CH:54][C:53]=2[C:65]#[N:66])[CH:73]=[CH:72][C:71]=1[O:74][CH2:75][C:76]1[CH:81]=[CH:80][CH:79]=[CH:78][N:77]=1. The catalyst class is: 877. (2) Reactant: Cl[C:2]1[N:12]=[CH:11][C:10]([F:13])=[CH:9][C:3]=1[C:4]([O:6][CH2:7][CH3:8])=[O:5].[CH2:14]([S:16][C:17]1[CH:18]=[C:19]([OH:23])[CH:20]=[CH:21][CH:22]=1)[CH3:15].C(=O)([O-])[O-].[Cs+].[Cs+]. Product: [CH2:7]([O:6][C:4](=[O:5])[C:3]1[CH:9]=[C:10]([F:13])[CH:11]=[N:12][C:2]=1[O:23][C:19]1[CH:20]=[CH:21][CH:22]=[C:17]([S:16][CH2:14][CH3:15])[CH:18]=1)[CH3:8]. The catalyst class is: 12. (3) Reactant: [N:1]1[CH:6]=[CH:5][CH:4]=[C:3]([C:7]2[NH:12][C:11](=[O:13])[CH:10]=[CH:9][N:8]=2)[CH:2]=1.C(N(CC)CC)C.[F:21][C:22]([F:35])([F:34])[S:23](O[S:23]([C:22]([F:35])([F:34])[F:21])(=[O:25])=[O:24])(=[O:25])=[O:24]. The catalyst class is: 4. Product: [F:21][C:22]([F:35])([F:34])[S:23]([O:13][C:11]1[CH:10]=[CH:9][N:8]=[C:7]([C:3]2[CH:2]=[N:1][CH:6]=[CH:5][CH:4]=2)[N:12]=1)(=[O:25])=[O:24]. (4) Reactant: [C:1]([O:4][C@H:5]1[C@H:10]([O:11][C:12](=[O:14])[CH3:13])[C@@H:9]([O:15][C:16](=[O:18])[CH3:17])[C@H:8]([C:19]2[CH:24]=[CH:23][C:22]([C:25]#[N:26])=[C:21]([CH2:27][C:28]3[CH:33]=[CH:32][C:31]([O:34][CH2:35][CH:36]=O)=[CH:30][CH:29]=3)[CH:20]=2)[O:7][C@@H:6]1[CH2:38][O:39][C:40](=[O:42])[CH3:41])(=[O:3])[CH3:2].N1C=CC=CC=1.Cl.[CH3:50][O:51][NH2:52]. Product: [C:1]([O:4][C@H:5]1[C@H:10]([O:11][C:12](=[O:14])[CH3:13])[C@@H:9]([O:15][C:16](=[O:18])[CH3:17])[C@H:8]([C:19]2[CH:24]=[CH:23][C:22]([C:25]#[N:26])=[C:21]([CH2:27][C:28]3[CH:33]=[CH:32][C:31]([O:34][CH2:35][CH:36]=[N:52][O:51][CH3:50])=[CH:30][CH:29]=3)[CH:20]=2)[O:7][C@@H:6]1[CH2:38][O:39][C:40](=[O:42])[CH3:41])(=[O:3])[CH3:2]. The catalyst class is: 8. (5) Reactant: [Cl:1][C:2]1[CH:3]=[C:4]([S:17]([NH2:20])(=[O:19])=[O:18])[CH:5]=[CH:6][C:7]=1[O:8][CH2:9][C:10]1([F:16])[CH2:15][CH2:14][NH:13][CH2:12][CH2:11]1.[O:21]1[CH2:24][C:23](=O)[CH2:22]1.C([BH3-])#N. Product: [Cl:1][C:2]1[CH:3]=[C:4]([S:17]([NH2:20])(=[O:18])=[O:19])[CH:5]=[CH:6][C:7]=1[O:8][CH2:9][C:10]1([F:16])[CH2:15][CH2:14][N:13]([CH:23]2[CH2:24][O:21][CH2:22]2)[CH2:12][CH2:11]1. The catalyst class is: 506. (6) Reactant: [Cl:1][C:2]1[C:3]([C:9](=[N:24][O:25][C:26]([CH3:29])([CH3:28])[CH3:27])[CH2:10][NH:11][C:12](=[O:23])[C:13]2[CH:18]=[CH:17][CH:16]=[CH:15][C:14]=2[C:19]([F:22])([F:21])[F:20])=[N:4][CH:5]=[C:6]([Cl:8])[CH:7]=1. Product: [Cl:1][C:2]1[C:3](/[C:9](=[N:24]\[O:25][C:26]([CH3:29])([CH3:28])[CH3:27])/[CH2:10][NH:11][C:12](=[O:23])[C:13]2[CH:18]=[CH:17][CH:16]=[CH:15][C:14]=2[C:19]([F:22])([F:20])[F:21])=[N:4][CH:5]=[C:6]([Cl:8])[CH:7]=1. The catalyst class is: 10. (7) Reactant: O=[C:2]([C:13]1[CH:14]=[CH:15][C:16]2[O:21][CH2:20][C:19](=[O:22])[NH:18][C:17]=2[CH:23]=1)[CH2:3][NH:4][C:5](=[O:12])[C:6]1[CH:11]=[CH:10][CH:9]=[N:8][CH:7]=1.CC[N+](S(N=C(OC)[O-])(=O)=O)(CC)CC. Product: [N:8]1[CH:9]=[CH:10][CH:11]=[C:6]([C:5]2[O:12][C:2]([C:13]3[CH:14]=[CH:15][C:16]4[O:21][CH2:20][C:19](=[O:22])[NH:18][C:17]=4[CH:23]=3)=[CH:3][N:4]=2)[CH:7]=1. The catalyst class is: 1. (8) Reactant: [CH3:1][O:2][C:3]([C:5]1[CH:6]=[C:7]2[C:12](=[CH:13][CH:14]=1)[NH:11][CH:10]([C:15]1[CH:16]=[C:17]([CH:21]=[CH:22][CH:23]=1)[C:18](O)=[O:19])[C:9]([CH3:25])([CH3:24])[CH2:8]2)=[O:4].ON1C2C=CC=CC=2N=N1.CN(C)CCCN=C=NCC.Cl.CN1CCOCC1.[CH3:55][N:56]1[CH2:59][CH:58]([NH2:60])[CH2:57]1. Product: [CH3:24][C:9]1([CH3:25])[CH2:8][C:7]2[C:12](=[CH:13][CH:14]=[C:5]([C:3]([O:2][CH3:1])=[O:4])[CH:6]=2)[NH:11][CH:10]1[C:15]1[CH:23]=[CH:22][CH:21]=[C:17]([C:18](=[O:19])[NH:60][CH:58]2[CH2:59][N:56]([CH3:55])[CH2:57]2)[CH:16]=1. The catalyst class is: 4.